Dataset: Reaction yield outcomes from USPTO patents with 853,638 reactions. Task: Predict the reaction yield, written as a fraction of the theoretical maximum amount of product (1.0 means a 100% yield; for example, 0.34 means a 34% yield). (1) The reactants are [N:1]([CH2:4][C@@H:5]([OH:15])[CH2:6][O:7][CH2:8][C:9]1[CH:14]=[CH:13][CH:12]=[CH:11][CH:10]=1)=[N+:2]=[N-:3].[C:16]([O:20][C:21]([CH3:24])([CH3:23])[CH3:22])(=[O:19])[C:17]#[CH:18].CCN(C(C)C)C(C)C.CC(O)=O. The catalyst is C(Cl)Cl.[Cu]I. The product is [CH2:8]([O:7][CH2:6][C@H:5]([OH:15])[CH2:4][N:1]1[CH:18]=[C:17]([C:16]([O:20][C:21]([CH3:24])([CH3:23])[CH3:22])=[O:19])[N:3]=[N:2]1)[C:9]1[CH:14]=[CH:13][CH:12]=[CH:11][CH:10]=1. The yield is 0.820. (2) The product is [C:29]1([CH3:39])[CH:30]=[CH:31][C:32]([S:35]([OH:38])(=[O:36])=[O:37])=[CH:33][CH:34]=1.[NH:8]1[CH2:12][CH2:11][C@H:10]([O:13][C:14]2[CH:26]=[CH:25][C:24]3[C:23]4[C:18](=[CH:19][CH:20]=[CH:21][CH:22]=4)[C:17](=[O:27])[C:16]=3[CH:15]=2)[CH2:9]1. The reactants are C([N:8]1[CH2:12][CH2:11][C@H:10]([O:13][C:14]2[CH:26]=[CH:25][C:24]3[C:23]4[C:18](=[CH:19][CH:20]=[CH:21][CH:22]=4)[C:17](=[O:27])[C:16]=3[CH:15]=2)[CH2:9]1)(OC(C)(C)C)=O.O.[C:29]1([CH3:39])[CH:34]=[CH:33][C:32]([S:35]([OH:38])(=[O:37])=[O:36])=[CH:31][CH:30]=1. The catalyst is CCOC(C)=O. The yield is 0.880. (3) The reactants are [C:1]([O:5][C:6]([NH:8][C@H:9]([C:29]([O-:31])=[O:30])[CH2:10][C:11]1[S:12][C:13]([CH2:16][CH2:17][CH2:18][C:19]2[CH:28]=[CH:27][C:26]3[C:21](=[N:22][CH:23]=[CH:24][CH:25]=3)[N:20]=2)=[CH:14][CH:15]=1)=[O:7])([CH3:4])([CH3:3])[CH3:2].[CH3:32]CO. The catalyst is [Pd]. The product is [C:1]([O:5][C:6]([NH:8][C@H:9]([C:29]([O:31][CH3:32])=[O:30])[CH2:10][C:11]1[S:12][C:13]([CH2:16][CH2:17][CH2:18][C:19]2[CH:28]=[CH:27][C:26]3[CH2:25][CH2:24][CH2:23][NH:22][C:21]=3[N:20]=2)=[CH:14][CH:15]=1)=[O:7])([CH3:4])([CH3:2])[CH3:3]. The yield is 0.780. (4) The reactants are [C:1]([CH:3]([N:5]1[C:11]2[CH:12]=[CH:13][CH:14]=[CH:15][C:10]=2[CH2:9][CH2:8][C:7]2[CH:16]=[C:17]([CH2:20][N:21]3[C:25]4=[N:26][C:27]([CH3:31])=[CH:28][C:29]([CH3:30])=[C:24]4[N:23]=[C:22]3[CH2:32][CH3:33])[CH:18]=[CH:19][C:6]1=2)[CH3:4])#[N:2].C[Si]([N:38]=[N+:39]=[N-:40])(C)C.C([Sn](=O)CCCC)CCC. The catalyst is C1(C)C=CC=CC=1. The product is [CH2:32]([C:22]1[N:21]([CH2:20][C:17]2[CH:18]=[CH:19][C:6]3[N:5]([CH:3]([C:1]4[NH:40][N:39]=[N:38][N:2]=4)[CH3:4])[C:11]4[CH:12]=[CH:13][CH:14]=[CH:15][C:10]=4[CH2:9][CH2:8][C:7]=3[CH:16]=2)[C:25]2=[N:26][C:27]([CH3:31])=[CH:28][C:29]([CH3:30])=[C:24]2[N:23]=1)[CH3:33]. The yield is 0.620. (5) The reactants are C([O:9][CH2:10][C:11]1[CH:16]=[C:15]([O:17][CH2:18][CH2:19][CH2:20]Br)[C:14]([O:22][CH2:23][CH2:24][CH2:25]Br)=[C:13]([O:27][CH2:28][CH2:29][CH2:30]Br)[CH:12]=1)(=O)C1C=CC=CC=1.[BH4-].[Na+].[C:42]1([Te:41][Te:41][C:42]2[CH:47]=[CH:46][CH:45]=[CH:44][CH:43]=2)[CH:47]=[CH:46][CH:45]=[CH:44][CH:43]=1. The catalyst is C1COCC1. The product is [C:42]1([Te:41][CH2:20][CH2:19][CH2:18][O:17][C:15]2[CH:16]=[C:11]([CH:12]=[C:13]([O:27][CH2:28][CH2:29][CH2:30][Te:41][C:42]3[CH:43]=[CH:44][CH:45]=[CH:46][CH:47]=3)[C:14]=2[O:22][CH2:23][CH2:24][CH2:25][Te:41][C:42]2[CH:47]=[CH:46][CH:45]=[CH:44][CH:43]=2)[CH2:10][OH:9])[CH:43]=[CH:44][CH:45]=[CH:46][CH:47]=1. The yield is 0.560. (6) The reactants are [NH2:1][C:2]1[CH:3]=[N:4][N:5]([CH:22]2[CH2:24][CH2:23]2)[C:6]=1[N:7]1[CH2:13][CH2:12][CH:11]([F:14])[CH:10]([NH:15]C(=O)C(F)(F)F)[CH2:9][CH2:8]1.C(OC([NH:32][C:33]1[S:37][C:36]([C:38]2[CH:43]=[C:42]([CH3:44])[CH:41]=[CH:40][C:39]=2[F:45])=[N:35][C:34]=1[C:46](O)=[O:47])=O)(C)(C)C. No catalyst specified. The product is [NH2:32][C:33]1[S:37][C:36]([C:38]2[CH:43]=[C:42]([CH3:44])[CH:41]=[CH:40][C:39]=2[F:45])=[N:35][C:34]=1[C:46]([NH:1][C:2]1[CH:3]=[N:4][N:5]([CH:22]2[CH2:23][CH2:24]2)[C:6]=1[N:7]1[CH2:13][CH2:12][C@H:11]([F:14])[C@@H:10]([NH2:15])[CH2:9][CH2:8]1)=[O:47]. The yield is 0.550.